From a dataset of Forward reaction prediction with 1.9M reactions from USPTO patents (1976-2016). Predict the product of the given reaction. (1) Given the reactants [H-].[H-].[H-].[H-].[Li+].[Al+3].[CH3:7][CH:8]([CH2:36][CH2:37][CH2:38][CH:39]([CH3:41])[CH3:40])[CH2:9][CH2:10][O:11][C:12]1[CH:17]=[CH:16][C:15]([C:18]2[CH:28]=[C:27]([C:29](OCC)=[O:30])[C:26]([O:34][CH3:35])=[CH:25][C:19]=2[C:20](OCC)=[O:21])=[CH:14][CH:13]=1.O.[OH-].[Na+], predict the reaction product. The product is: [OH:21][CH2:20][C:19]1[CH:25]=[C:26]([O:34][CH3:35])[C:27]([CH2:29][OH:30])=[CH:28][C:18]=1[C:15]1[CH:14]=[CH:13][C:12]([O:11][CH2:10][CH2:9][CH:8]([CH3:7])[CH2:36][CH2:37][CH2:38][CH:39]([CH3:41])[CH3:40])=[CH:17][CH:16]=1. (2) Given the reactants [C:1]([C:3]1[C:4]([O:17][CH3:18])=[C:5]([C:13]([O:15]C)=[O:14])[C:6]2[C:11]([CH:12]=1)=[CH:10][CH:9]=[CH:8][CH:7]=2)#[N:2].O[Li].O.O.CO, predict the reaction product. The product is: [C:1]([C:3]1[C:4]([O:17][CH3:18])=[C:5]([C:13]([OH:15])=[O:14])[C:6]2[C:11]([CH:12]=1)=[CH:10][CH:9]=[CH:8][CH:7]=2)#[N:2].